From a dataset of CYP2C9 inhibition data for predicting drug metabolism from PubChem BioAssay. Regression/Classification. Given a drug SMILES string, predict its absorption, distribution, metabolism, or excretion properties. Task type varies by dataset: regression for continuous measurements (e.g., permeability, clearance, half-life) or binary classification for categorical outcomes (e.g., BBB penetration, CYP inhibition). Dataset: cyp2c9_veith. The compound is C[C@@H](C(=O)NCc1ccc(S(C)(=O)=O)cc1)[C@H]1C[C@]1(C)[C@H](NC(=O)OCc1ccccc1)c1ccccc1. The result is 1 (inhibitor).